The task is: Predict the reaction yield, written as a fraction of the theoretical maximum amount of product (1.0 means a 100% yield; for example, 0.34 means a 34% yield).. This data is from Reaction yield outcomes from USPTO patents with 853,638 reactions. (1) The reactants are [F:1][C:2]([F:14])([O:6][C:7]1[CH:8]=[C:9]([CH3:13])[CH:10]=[CH:11][CH:12]=1)[CH:3]([F:5])[F:4].[Br:15]N1C(=O)CCC1=O. The catalyst is C(Cl)(Cl)(Cl)Cl.N(C(C)(C)C#N)=NC(C)(C)C#N. The product is [F:1][C:2]([F:14])([O:6][C:7]1[CH:8]=[C:9]([CH2:13][Br:15])[CH:10]=[CH:11][CH:12]=1)[CH:3]([F:4])[F:5]. The yield is 0.960. (2) The reactants are [Br:1][C:2]1[CH:7]=[CH:6][C:5]([NH:8][C:9]2[C:10]([C:20]([OH:22])=O)=[CH:11][C:12]3[N:16]([CH3:17])[CH:15]=[N:14][C:13]=3[C:18]=2[F:19])=[C:4]([Cl:23])[CH:3]=1.C1C=CC2[N:32]([OH:33])N=NC=2C=1.C(N([CH2:39][CH3:40])CC)C.CN(C)C=[O:44]. The catalyst is C(OCC)(=O)C. The product is [OH:44][CH2:39][CH2:40][O:33][NH:32][C:20]([C:10]1[C:9]([NH:8][C:5]2[CH:6]=[CH:7][C:2]([Br:1])=[CH:3][C:4]=2[Cl:23])=[C:18]([F:19])[C:13]2[N:14]=[CH:15][N:16]([CH3:17])[C:12]=2[CH:11]=1)=[O:22]. The yield is 0.900. (3) The reactants are [F:1][CH:2]([F:12])[C:3]1(C(O)=O)[CH2:6][C:5]([F:8])([F:7])[CH2:4]1.C1C=CC(P(N=[N+]=[N-])(C2C=CC=CC=2)=O)=CC=1.[Cl:30][C:31]1[CH:32]=[C:33]([C:38]2[C:46]([C:47]([NH2:49])=[O:48])=[C:41]3[CH2:42][NH:43][CH2:44][CH2:45][N:40]3[N:39]=2)[CH:34]=[CH:35][C:36]=1[F:37].C[N:51]([CH:53]=[O:54])C. The catalyst is C1(C)C=CC=CC=1. The product is [Cl:30][C:31]1[CH:32]=[C:33]([C:38]2[C:46]([C:47]([NH2:49])=[O:48])=[C:41]3[CH2:42][N:43]([C:53]([NH:51][C:3]4([CH:2]([F:1])[F:12])[CH2:4][C:5]([F:7])([F:8])[CH2:6]4)=[O:54])[CH2:44][CH2:45][N:40]3[N:39]=2)[CH:34]=[CH:35][C:36]=1[F:37]. The yield is 0.280. (4) The reactants are [CH3:1][O:2][C:3](=[O:12])[C:4]1[CH:9]=[C:8]([Cl:10])[CH:7]=[CH:6][C:5]=1[NH2:11].[C:13]1([CH:23]=O)[C:22]2[C:17](=[CH:18][CH:19]=[CH:20][CH:21]=2)[CH:16]=[CH:15][CH:14]=1.C(O[BH-](OC(=O)C)OC(=O)C)(=O)C.[Na+]. The catalyst is ClCCCl. The product is [CH3:1][O:2][C:3](=[O:12])[C:4]1[CH:9]=[C:8]([Cl:10])[CH:7]=[CH:6][C:5]=1[NH:11][CH2:23][C:13]1[C:22]2[C:17](=[CH:18][CH:19]=[CH:20][CH:21]=2)[CH:16]=[CH:15][CH:14]=1. The yield is 0.780. (5) The reactants are Cl.[F:2][C:3]1([F:20])[CH2:8][CH2:7][CH:6]([CH2:9][CH:10]2[CH2:15][CH:14]([C:16]([O:18][CH3:19])=[O:17])[CH2:13][CH2:12][NH:11]2)[CH2:5][CH2:4]1.CCN(C(C)C)C(C)C.[C:30](Cl)(=[O:33])[O:31][CH3:32]. The catalyst is C(Cl)Cl. The product is [F:20][C:3]1([F:2])[CH2:4][CH2:5][CH:6]([CH2:9][CH:10]2[CH2:15][CH:14]([C:16]([O:18][CH3:19])=[O:17])[CH2:13][CH2:12][N:11]2[C:30]([O:31][CH3:32])=[O:33])[CH2:7][CH2:8]1. The yield is 1.05. (6) The reactants are [NH2:1][CH2:2][CH2:3][NH:4][CH2:5][CH2:6][NH2:7].[C:8]([O:12][C:13]([O:15]N=C(C1C=CC=CC=1)C#N)=O)([CH3:11])([CH3:10])[CH3:9]. The catalyst is O1CCCC1. The product is [C:8]([O:12][C:13]([NH:1][CH2:2][CH2:3][NH:4][CH2:5][CH2:6][NH:7][C:13]([O:12][C:8]([CH3:9])([CH3:10])[CH3:11])=[O:15])=[O:15])([CH3:11])([CH3:10])[CH3:9]. The yield is 0.960.